From a dataset of hERG potassium channel inhibition data for cardiac toxicity prediction from Karim et al.. Regression/Classification. Given a drug SMILES string, predict its toxicity properties. Task type varies by dataset: regression for continuous values (e.g., LD50, hERG inhibition percentage) or binary classification for toxic/non-toxic outcomes (e.g., AMES mutagenicity, cardiotoxicity, hepatotoxicity). Dataset: herg_karim. The molecule is Cc1cccc(N2CCN(CCCNC(=O)c3nc(C)n(-c4ccc5c(c4)OCCO5)c3C)CC2)c1C. The result is 1 (blocker).